This data is from Catalyst prediction with 721,799 reactions and 888 catalyst types from USPTO. The task is: Predict which catalyst facilitates the given reaction. (1) Reactant: [N:1]1([C:11]2[C:12]([C:17]#[N:18])=[N:13][CH:14]=[CH:15][CH:16]=2)[C:10]2[C:5](=[CH:6][CH:7]=[CH:8][CH:9]=2)[CH2:4][CH2:3][CH2:2]1.N. Product: [N:1]1([C:11]2[C:12]([CH2:17][NH2:18])=[N:13][CH:14]=[CH:15][CH:16]=2)[C:10]2[C:5](=[CH:6][CH:7]=[CH:8][CH:9]=2)[CH2:4][CH2:3][CH2:2]1. The catalyst class is: 227. (2) Reactant: [N:1]1[C:6]([C:7](OC)=[O:8])=[CH:5][CH:4]=[CH:3][C:2]=1[C:11]([O:13][CH3:14])=[O:12].[BH4-].[Na+]. Product: [OH:8][CH2:7][C:6]1[N:1]=[C:2]([C:11]([O:13][CH3:14])=[O:12])[CH:3]=[CH:4][CH:5]=1. The catalyst class is: 111.